This data is from Peptide-MHC class I binding affinity with 185,985 pairs from IEDB/IMGT. The task is: Regression. Given a peptide amino acid sequence and an MHC pseudo amino acid sequence, predict their binding affinity value. This is MHC class I binding data. (1) The peptide sequence is FLPDTRFYV. The MHC is HLA-A02:01 with pseudo-sequence HLA-A02:01. The binding affinity (normalized) is 0.958. (2) The peptide sequence is ELVRKTRFL. The MHC is HLA-A02:03 with pseudo-sequence HLA-A02:03. The binding affinity (normalized) is 0.0847. (3) The peptide sequence is EFKQILTDF. The MHC is HLA-B08:02 with pseudo-sequence HLA-B08:02. The binding affinity (normalized) is 0.0847. (4) The peptide sequence is PSEVSPIAQ. The MHC is HLA-A26:01 with pseudo-sequence HLA-A26:01. The binding affinity (normalized) is 0.0847. (5) The peptide sequence is FIILSTGKY. The MHC is HLA-B57:01 with pseudo-sequence HLA-B57:01. The binding affinity (normalized) is 0.0847. (6) The binding affinity (normalized) is 0.939. The MHC is Mamu-B8301 with pseudo-sequence Mamu-B8301. The peptide sequence is HSNVKELVFK.